From a dataset of NCI-60 drug combinations with 297,098 pairs across 59 cell lines. Regression. Given two drug SMILES strings and cell line genomic features, predict the synergy score measuring deviation from expected non-interaction effect. (1) Drug 1: CC=C1C(=O)NC(C(=O)OC2CC(=O)NC(C(=O)NC(CSSCCC=C2)C(=O)N1)C(C)C)C(C)C. Cell line: SNB-19. Synergy scores: CSS=64.8, Synergy_ZIP=-2.22, Synergy_Bliss=-5.06, Synergy_Loewe=-34.9, Synergy_HSA=-3.56. Drug 2: C1=NNC2=C1C(=O)NC=N2. (2) Drug 1: CCC1=CC2CC(C3=C(CN(C2)C1)C4=CC=CC=C4N3)(C5=C(C=C6C(=C5)C78CCN9C7C(C=CC9)(C(C(C8N6C)(C(=O)OC)O)OC(=O)C)CC)OC)C(=O)OC.C(C(C(=O)O)O)(C(=O)O)O. Drug 2: CC12CCC3C(C1CCC2OP(=O)(O)O)CCC4=C3C=CC(=C4)OC(=O)N(CCCl)CCCl.[Na+]. Cell line: SN12C. Synergy scores: CSS=41.0, Synergy_ZIP=2.27, Synergy_Bliss=0.232, Synergy_Loewe=1.49, Synergy_HSA=2.04. (3) Drug 1: C1=C(C(=O)NC(=O)N1)F. Drug 2: CC12CCC3C(C1CCC2OP(=O)(O)O)CCC4=C3C=CC(=C4)OC(=O)N(CCCl)CCCl.[Na+]. Cell line: SK-MEL-5. Synergy scores: CSS=29.9, Synergy_ZIP=-15.7, Synergy_Bliss=-23.5, Synergy_Loewe=-33.3, Synergy_HSA=-21.2.